This data is from Full USPTO retrosynthesis dataset with 1.9M reactions from patents (1976-2016). The task is: Predict the reactants needed to synthesize the given product. (1) Given the product [Br:16][C:17]1[CH:18]=[C:19]([C:2]2[C:11]3[C:6](=[CH:7][C:8]([O:14][CH3:15])=[C:9]([O:12][CH3:13])[CH:10]=3)[N:5]=[C:4]([NH2:27])[N:3]=2)[CH:21]=[CH:22][C:23]=1[OH:24], predict the reactants needed to synthesize it. The reactants are: Cl[C:2]1[C:11]2[C:6](=[CH:7][C:8]([O:14][CH3:15])=[C:9]([O:12][CH3:13])[CH:10]=2)[N:5]=[CH:4][N:3]=1.[Br:16][C:17]1[CH:18]=[C:19]([CH:21]=[CH:22][C:23]=1[OH:24])N.C([N:27](CC)CC)C. (2) Given the product [CH:31]1([CH2:30][O:29][C:21]2[CH:20]=[C:19]([C:18]3[N:13]4[N:12]=[C:11]([C:8]5[CH:9]=[CH:10][C:5]([C:3]([OH:4])=[O:2])=[N:6][CH:7]=5)[N:34]=[C:14]4[N:15]=[CH:16][CH:17]=3)[CH:24]=[CH:23][C:22]=2[O:25][CH:26]([F:27])[F:28])[CH2:33][CH2:32]1, predict the reactants needed to synthesize it. The reactants are: C[O:2][C:3]([C:5]1[CH:10]=[CH:9][C:8]([C:11]2[N:34]=[C:14]3[N:15]=[CH:16][CH:17]=[C:18]([C:19]4[CH:24]=[CH:23][C:22]([O:25][CH:26]([F:28])[F:27])=[C:21]([O:29][CH2:30][CH:31]5[CH2:33][CH2:32]5)[CH:20]=4)[N:13]3[N:12]=2)=[CH:7][N:6]=1)=[O:4].[Li+].[OH-].Cl. (3) Given the product [N:1]([C:2]1[CH:3]=[N:4][CH:5]=[CH:6][C:7]=1[O:8][CH3:9])=[C:15]=[S:16], predict the reactants needed to synthesize it. The reactants are: [NH2:1][C:2]1[CH:3]=[N:4][CH:5]=[CH:6][C:7]=1[O:8][CH3:9].C([O-])(O)=O.[Na+].[C:15](Cl)(Cl)=[S:16]. (4) Given the product [Br:1][C:13]1[S:12][C:11]([CH2:9][CH3:10])=[N:15][C:14]=1[C:16]1[CH:21]=[CH:20][C:19]([F:22])=[CH:18][CH:17]=1, predict the reactants needed to synthesize it. The reactants are: [Br:1]N1C(=O)CCC1=O.[CH2:9]([C:11]1[S:12][CH:13]=[C:14]([C:16]2[CH:21]=[CH:20][C:19]([F:22])=[CH:18][CH:17]=2)[N:15]=1)[CH3:10].O. (5) Given the product [F:35][CH:2]([F:1])[O:3][C:4]1[CH:5]=[CH:6][C:7]([CH:8]([OH:9])[C:10]2[N:11]([C:26]([O:28][C:29]([CH3:30])([CH3:31])[CH3:32])=[O:27])[C:12]([CH2:15][C:16]3[CH:21]=[CH:20][C:19]([C:22]([O:24][CH3:25])=[O:23])=[CH:18][CH:17]=3)=[CH:13][CH:14]=2)=[CH:33][CH:34]=1, predict the reactants needed to synthesize it. The reactants are: [F:1][CH:2]([F:35])[O:3][C:4]1[CH:34]=[CH:33][C:7]([C:8]([C:10]2[N:11]([C:26]([O:28][C:29]([CH3:32])([CH3:31])[CH3:30])=[O:27])[C:12]([CH2:15][C:16]3[CH:21]=[CH:20][C:19]([C:22]([O:24][CH3:25])=[O:23])=[CH:18][CH:17]=3)=[CH:13][CH:14]=2)=[O:9])=[CH:6][CH:5]=1. (6) Given the product [Br:1][C:2]1[CH:17]=[CH:16][C:5]([O:6][C:7]2[CH:14]=[CH:13][C:10]([C:11]#[N:12])=[C:9]([Cl:15])[N:8]=2)=[CH:4][C:3]=1[CH:18]1[O:27][CH2:24][CH2:23][O:19]1.[Br:20][C:21]1[CH:26]=[CH:25][C:24]([O:27][C:7]2[N:8]=[C:9]([Cl:15])[CH:10]=[CH:11][C:40]=2[C:39]#[N:41])=[CH:23][C:22]=1[CH:28]1[O:29][CH2:30][CH2:31][O:32]1, predict the reactants needed to synthesize it. The reactants are: [Br:1][C:2]1[CH:17]=[CH:16][C:5]([O:6][C:7]2[CH:14]=[CH:13][C:10]([C:11]#[N:12])=[C:9]([Cl:15])[N:8]=2)=[CH:4][C:3]=1[CH:18]=[O:19].[Br:20][C:21]1[CH:26]=[CH:25][C:24]([OH:27])=[CH:23][C:22]=1[CH:28]1[O:32][CH2:31][CH2:30][O:29]1.C([O-])([O-])=O.[K+].[K+].[C:39](#[N:41])[CH3:40]. (7) Given the product [Br:8][C:5]1[CH:6]=[CH:7][C:2]([CH:25]([C:24]2[CH:27]=[C:20]([O:19][CH2:18][C:17]3[CH:16]=[CH:15][C:14]([O:13][CH3:12])=[CH:30][CH:29]=3)[CH:21]=[CH:22][C:23]=2[CH3:28])[OH:26])=[C:3]([N+:9]([O-:11])=[O:10])[CH:4]=1, predict the reactants needed to synthesize it. The reactants are: Br[C:2]1[CH:7]=[CH:6][C:5]([Br:8])=[CH:4][C:3]=1[N+:9]([O-:11])=[O:10].[CH3:12][O:13][C:14]1[CH:30]=[CH:29][C:17]([CH2:18][O:19][C:20]2[CH:21]=[CH:22][C:23]([CH3:28])=[C:24]([CH:27]=2)[CH:25]=[O:26])=[CH:16][CH:15]=1. (8) Given the product [C:19]([C:7]1[C:8]2[S:12][C:11]([NH:13][C:14](=[O:16])[CH3:15])=[N:10][C:9]=2[CH:17]=[CH:18][C:6]=1[O:5][C:4]1[CH:21]=[CH:22][CH:23]=[C:2]([NH:1][C:25](=[O:26])[NH:24][C:27]2[CH:32]=[CH:31][C:30]([O:33][C:34]([F:35])([F:37])[F:36])=[CH:29][CH:28]=2)[CH:3]=1)#[N:20], predict the reactants needed to synthesize it. The reactants are: [NH2:1][C:2]1[CH:3]=[C:4]([CH:21]=[CH:22][CH:23]=1)[O:5][C:6]1[CH:18]=[CH:17][C:9]2[N:10]=[C:11]([NH:13][C:14](=[O:16])[CH3:15])[S:12][C:8]=2[C:7]=1[C:19]#[N:20].[N:24]([C:27]1[CH:32]=[CH:31][C:30]([O:33][C:34]([F:37])([F:36])[F:35])=[CH:29][CH:28]=1)=[C:25]=[O:26]. (9) The reactants are: [CH3:1]C(C)([O-])C.[K+].[C:7]1([CH:13]2[CH2:17][CH2:16][CH2:15][C:14]2=[O:18])[CH:12]=[CH:11][CH:10]=[CH:9][CH:8]=1.IC. Given the product [CH3:1][C:13]1([C:7]2[CH:12]=[CH:11][CH:10]=[CH:9][CH:8]=2)[CH2:17][CH2:16][CH2:15][C:14]1=[O:18], predict the reactants needed to synthesize it. (10) Given the product [Cl:38][C:35]1[CH:36]=[C:37]2[C:32](=[CH:33][CH:34]=1)[NH:31][C:27]1[C:28]([O:30][CH2:48][CH2:49][CH2:50][N:51]3[CH2:55][CH2:54][C@H:53]([NH2:56])[CH2:52]3)=[C:29]3[NH:17][C:18]4[CH:19]=[CH:20][C:21]([Cl:46])=[CH:22][C:23]=4[C:24]3=[CH:25][C:26]2=1, predict the reactants needed to synthesize it. The reactants are: N1C2C(=CC=CC=2)C=C1.C([N:17]1[C:29]2[C:28]([OH:30])=[C:27]3[N:31](C(OC(C)(C)C)=O)[C:32]4[CH:33]=[CH:34][C:35]([Cl:38])=[CH:36][C:37]=4[C:26]3=[CH:25][C:24]=2[C:23]2[C:18]1=[CH:19][CH:20]=[C:21]([Cl:46])[CH:22]=2)(OC(C)(C)C)=O.O[CH2:48][CH2:49][CH2:50][N:51]1[CH2:55][CH2:54][C@H:53]([NH:56]C(=O)OC(C)(C)C)[CH2:52]1.